From a dataset of Full USPTO retrosynthesis dataset with 1.9M reactions from patents (1976-2016). Predict the reactants needed to synthesize the given product. (1) Given the product [Cl:1][C:2]1[CH:3]=[C:4]2[C:8](=[CH:9][CH:10]=1)[NH:7][CH:6]=[C:5]2[CH2:11][CH2:12][NH:13][C:14]([C:15]1[CH:20]=[CH:19][C:18]([C:25]2[C:26]([CH3:30])=[CH:27][CH:28]=[CH:29][C:24]=2[CH3:23])=[CH:17][CH:16]=1)=[O:22], predict the reactants needed to synthesize it. The reactants are: [Cl:1][C:2]1[CH:3]=[C:4]2[C:8](=[CH:9][CH:10]=1)[NH:7][CH:6]=[C:5]2[CH2:11][CH2:12][NH:13][C:14](=[O:22])[C:15]1[CH:20]=[CH:19][C:18](I)=[CH:17][CH:16]=1.[CH3:23][C:24]1[CH:29]=[CH:28][CH:27]=[C:26]([CH3:30])[C:25]=1B(O)O.C(=O)([O-])[O-].[Na+].[Na+]. (2) Given the product [Cl:1][C:2]1[CH:10]=[C:9]([N+:11]([O-:13])=[O:12])[CH:8]=[CH:7][C:3]=1[C:4]([N:31]1[CH2:32][CH2:33][C@@H:29]([O:28][CH2:24][CH:25]([CH3:27])[CH3:26])[CH2:30]1)=[O:6], predict the reactants needed to synthesize it. The reactants are: [Cl:1][C:2]1[CH:10]=[C:9]([N+:11]([O-:13])=[O:12])[CH:8]=[CH:7][C:3]=1[C:4]([OH:6])=O.S(Cl)(Cl)=O.O1CCCC1.Cl.[CH2:24]([O:28][C@H:29]1[CH2:33][CH2:32][NH:31][CH2:30]1)[CH:25]([CH3:27])[CH3:26]. (3) Given the product [CH2:1]([O:3][C:4]([C:6]1[N:7]([C@H:27]([CH3:29])[CH2:28][NH:24][C:22]([O:21][C:17]([CH3:20])([CH3:19])[CH3:18])=[O:23])[C:8]2[C:13]([CH:14]=1)=[CH:12][CH:11]=[C:10]([Br:15])[C:9]=2[CH3:16])=[O:5])[CH3:2], predict the reactants needed to synthesize it. The reactants are: [CH2:1]([O:3][C:4]([C:6]1[NH:7][C:8]2[C:13]([CH:14]=1)=[CH:12][CH:11]=[C:10]([Br:15])[C:9]=2[CH3:16])=[O:5])[CH3:2].[C:17]([O:21][C:22]([N:24]1[CH2:28][C@H:27]([CH3:29])OS1(=O)=O)=[O:23])([CH3:20])([CH3:19])[CH3:18]. (4) Given the product [F:13][C:14]1[CH:15]=[C:16]([N:21]2[C:25]([CH3:26])=[C:24]([C:27]([NH:8][C:6]3[CH:5]=[CH:4][N:3]=[C:2]([CH3:1])[CH:7]=3)=[O:28])[N:23]=[N:22]2)[CH:17]=[CH:18][C:19]=1[F:20], predict the reactants needed to synthesize it. The reactants are: [CH3:1][C:2]1[CH:7]=[C:6]([NH2:8])[CH:5]=[CH:4][N:3]=1.C[Al](C)C.[F:13][C:14]1[CH:15]=[C:16]([N:21]2[C:25]([CH3:26])=[C:24]([C:27](OCC)=[O:28])[N:23]=[N:22]2)[CH:17]=[CH:18][C:19]=1[F:20].